This data is from Reaction yield outcomes from USPTO patents with 853,638 reactions. The task is: Predict the reaction yield, written as a fraction of the theoretical maximum amount of product (1.0 means a 100% yield; for example, 0.34 means a 34% yield). The reactants are [CH3:1][O:2][C:3]1[CH:4]=[C:5]([CH:10]=[CH:11][C:12]=1[N+:13]([O-:15])=[O:14])[C:6]([NH:8][NH2:9])=[O:7].[Cl:16][CH2:17][C:18](Cl)=[O:19]. The catalyst is CCOC(C)=O. The product is [Cl:16][CH2:17][C:18]([NH:9][NH:8][C:6](=[O:7])[C:5]1[CH:10]=[CH:11][C:12]([N+:13]([O-:15])=[O:14])=[C:3]([O:2][CH3:1])[CH:4]=1)=[O:19]. The yield is 0.640.